From a dataset of Forward reaction prediction with 1.9M reactions from USPTO patents (1976-2016). Predict the product of the given reaction. (1) Given the reactants [F:1][C:2]1[CH:3]=[CH:4][CH:5]=[C:6]2[C:11]=1[NH:10][C:9](=[O:12])[N:8]([CH:13]1[CH2:18][CH2:17][N:16]([C:19]([NH:21][CH:22]([C:34]3[NH:38][N:37]=[N:36][N:35]=3)[CH2:23][C:24]3[CH:25]=[C:26]4[C:30](=[C:31]([CH3:33])[CH:32]=3)[NH:29][N:28]=[CH:27]4)=[O:20])[CH2:15][CH2:14]1)[CH2:7]2.O[CH2:40][CH:41]1[CH2:46][CH2:45][N:44]([C:47]([O:49][C:50]([CH3:53])([CH3:52])[CH3:51])=[O:48])[CH2:43][CH2:42]1.C1(P(C2C=CC=CC=2)C2C=CC=CC=2)C=CC=CC=1.CCOC(/N=N/C(OCC)=O)=O, predict the reaction product. The product is: [C:50]([O:49][C:47]([N:44]1[CH2:45][CH2:46][CH:41]([CH2:40][N:35]2[C:34]([CH:22]([NH:21][C:19]([N:16]3[CH2:15][CH2:14][CH:13]([N:8]4[CH2:7][C:6]5[C:11](=[C:2]([F:1])[CH:3]=[CH:4][CH:5]=5)[NH:10][C:9]4=[O:12])[CH2:18][CH2:17]3)=[O:20])[CH2:23][C:24]3[CH:25]=[C:26]4[C:30](=[C:31]([CH3:33])[CH:32]=3)[NH:29][N:28]=[CH:27]4)=[N:38][N:37]=[N:36]2)[CH2:42][CH2:43]1)=[O:48])([CH3:53])([CH3:51])[CH3:52]. (2) Given the reactants [CH3:1][C:2]1[CH:11]=[CH:10][C:9]2[C:4](=[CH:5][CH:6]=[C:7]([N+:12]([O-:14])=[O:13])[CH:8]=2)[N:3]=1.[Br:15]N1C(=O)CCC1=O, predict the reaction product. The product is: [Br:15][CH2:1][C:2]1[CH:11]=[CH:10][C:9]2[C:4](=[CH:5][CH:6]=[C:7]([N+:12]([O-:14])=[O:13])[CH:8]=2)[N:3]=1.